From a dataset of Forward reaction prediction with 1.9M reactions from USPTO patents (1976-2016). Predict the product of the given reaction. (1) Given the reactants [CH3:1][O:2][C:3]1[CH:4]=[C:5]([NH:15][C:16]2[N:20]=[C:19]([NH2:21])[NH:18][N:17]=2)[CH:6]=[CH:7][C:8]=1[N:9]1[CH:13]=[C:12]([CH3:14])[N:11]=[CH:10]1.[CH3:22][O:23][C:24](=[O:40])[C:25](=O)[CH2:26][C:27]([C:29]1[CH:34]=[CH:33][CH:32]=[C:31]([O:35][CH:36]([F:38])[F:37])[CH:30]=1)=O, predict the reaction product. The product is: [C:24]([OH:40])(=[O:23])[CH3:25].[CH3:22][O:23][C:24]([C:25]1[CH:26]=[C:27]([C:29]2[CH:34]=[CH:33][CH:32]=[C:31]([O:35][CH:36]([F:37])[F:38])[CH:30]=2)[N:18]2[N:17]=[C:16]([NH:15][C:5]3[CH:6]=[CH:7][C:8]([N:9]4[CH:13]=[C:12]([CH3:14])[N:11]=[CH:10]4)=[C:3]([O:2][CH3:1])[CH:4]=3)[N:20]=[C:19]2[N:21]=1)=[O:40]. (2) Given the reactants [F:1][C:2]1[CH:3]=[C:4]([CH:8]=[CH:9][C:10]=1[F:11])[C:5](Cl)=[O:6].[S-:12][C:13]#[N:14].[K+].[Cl:16][C:17]1[CH:18]=[CH:19][C:20]2[C:24]([CH:25]=1)=[N:23][NH:22][C:21]=2[NH2:26].O, predict the reaction product. The product is: [Cl:16][C:17]1[CH:25]=[C:24]2[C:20]([C:21]([NH:26][C:13]([NH:14][C:5](=[O:6])[C:4]3[CH:8]=[CH:9][C:10]([F:11])=[C:2]([F:1])[CH:3]=3)=[S:12])=[N:22][NH:23]2)=[CH:19][CH:18]=1. (3) Given the reactants [C:1]1(P(C2C=CC=CC=2)C2C=CC=CC=2)C=CC=CC=1.Br[N:21]1[C:25](=[O:26])CCC1=O.[CH:28]1([CH2:33][C@H:34]([C:38]2[CH:43]=[CH:42][C:41]([S:44]([CH3:47])(=[O:46])=[O:45])=[CH:40][CH:39]=2)[C:35](O)=O)[CH2:32][CH2:31][CH2:30][CH2:29]1.NC1C=[N:53][C:52]([Br:55])=[CH:51][N:50]=1.N1C=CC=CC=1, predict the reaction product. The product is: [CH3:47][S:44]([C:41]1[CH:42]=[CH:43][C:38]([C:34]2([C@@H:35]([CH3:1])[C:25]([NH2:21])=[O:26])[C:33]([CH:28]3[CH2:32][CH2:31][CH2:30][CH2:29]3)=[N:53][C:52]([Br:55])=[CH:51][NH:50]2)=[CH:39][CH:40]=1)(=[O:46])=[O:45]. (4) Given the reactants [CH2:1]([O:8][C:9]1[C:16]([Br:17])=[CH:15][C:12]([CH:13]=O)=[C:11]([O:18][CH2:19][O:20][CH3:21])[CH:10]=1)[C:2]1[CH:7]=[CH:6][CH:5]=[CH:4][CH:3]=1.C(O)COCCO.O.NN.[OH-].[K+], predict the reaction product. The product is: [CH2:1]([O:8][C:9]1[CH:10]=[C:11]([O:18][CH2:19][O:20][CH3:21])[C:12]([CH3:13])=[CH:15][C:16]=1[Br:17])[C:2]1[CH:3]=[CH:4][CH:5]=[CH:6][CH:7]=1. (5) Given the reactants [OH:1][C:2]1[CH:9]=[C:8]([OH:10])[CH:7]=[CH:6][C:3]=1[C:4]#[N:5].Cl[C:12]1[CH:17]=[CH:16][C:15]([N+:18]([O-:20])=[O:19])=[CH:14][N:13]=1.C([O-])([O-])=O.[K+].[K+].Cl, predict the reaction product. The product is: [OH:1][C:2]1[CH:9]=[C:8]([O:10][C:12]2[CH:17]=[CH:16][C:15]([N+:18]([O-:20])=[O:19])=[CH:14][N:13]=2)[CH:7]=[CH:6][C:3]=1[C:4]#[N:5]. (6) Given the reactants O=[C:2]([CH3:22])[CH2:3][C:4]1([C:17](OCC)=[O:18])[CH2:9][CH2:8][N:7]([C:10]([O:12][C:13]([CH3:16])([CH3:15])[CH3:14])=[O:11])[CH2:6][CH2:5]1.S([O-])([O-])(=O)=O.[Mg+2].C([O-])(=O)C.[NH4+].C([BH3-])#[N:35].[Na+], predict the reaction product. The product is: [CH3:22][CH:2]1[CH2:3][C:4]2([CH2:9][CH2:8][N:7]([C:10]([O:12][C:13]([CH3:16])([CH3:15])[CH3:14])=[O:11])[CH2:6][CH2:5]2)[C:17](=[O:18])[NH:35]1. (7) Given the reactants [C:1]1([CH2:7][NH2:8])[CH:6]=[CH:5][CH:4]=[CH:3][CH:2]=1.[CH:9]1([C:12]([CH:14]2[CH2:16][CH2:15]2)=O)[CH2:11][CH2:10]1, predict the reaction product. The product is: [CH2:7]([NH:8][CH:12]([CH:14]1[CH2:16][CH2:15]1)[CH:9]1[CH2:11][CH2:10]1)[C:1]1[CH:6]=[CH:5][CH:4]=[CH:3][CH:2]=1. (8) Given the reactants Br[CH2:2][CH2:3][CH:4]=[C:5]([CH3:7])[CH3:6].C([O-])([O-])=O.[K+].[K+].[N+:14]([C:17]1[NH:18][CH:19]=[CH:20][N:21]=1)([O-:16])=[O:15], predict the reaction product. The product is: [CH3:6][C:5]([CH3:7])=[CH:4][CH2:3][CH2:2][N:18]1[CH:19]=[CH:20][N:21]=[C:17]1[N+:14]([O-:16])=[O:15].